From a dataset of Full USPTO retrosynthesis dataset with 1.9M reactions from patents (1976-2016). Predict the reactants needed to synthesize the given product. (1) Given the product [OH:16][C@H:15]([CH2:17][N:29]1[CH2:33][CH2:32][CH2:31][CH2:30]1)[CH2:14][O:13][C:12]1[CH:11]=[C:10]2[C:5]([C:6]([O:18][C:19]3[CH:20]=[C:21]4[C:25](=[CH:26][CH:27]=3)[NH:24][CH:23]=[C:22]4[CH3:28])=[N:7][CH:8]=[N:9]2)=[CH:4][C:3]=1[O:2][CH3:1], predict the reactants needed to synthesize it. The reactants are: [CH3:1][O:2][C:3]1[CH:4]=[C:5]2[C:10](=[CH:11][C:12]=1[O:13][CH2:14][C@H:15]1[CH2:17][O:16]1)[N:9]=[CH:8][N:7]=[C:6]2[O:18][C:19]1[CH:20]=[C:21]2[C:25](=[CH:26][CH:27]=1)[NH:24][CH:23]=[C:22]2[CH3:28].[NH:29]1[CH2:33][CH2:32][CH2:31][CH2:30]1. (2) Given the product [C:1]([C:3]1[CH:4]=[C:5]([C:6](=[O:7])[CH2:16][C:17]([OH:19])=[O:18])[CH:9]=[CH:10][CH:11]=1)#[N:2].[CH3:30][C:29]1([CH3:28])[O:7][C:6]([C:5]2[CH:4]=[C:3]([CH:11]=[CH:10][CH:9]=2)[C:1]#[N:2])=[CH:34][C:32](=[O:33])[O:38]1, predict the reactants needed to synthesize it. The reactants are: [C:1]([C:3]1[CH:4]=[C:5]([CH:9]=[CH:10][CH:11]=1)[C:6](Cl)=[O:7])#[N:2].C[Si]([C:16]([Si](C)(C)C)(C([O-])=O)[C:17]([O-:19])=[O:18])(C)C.[Li][CH2:28][CH2:29][CH2:30]C.[C:32]([OH:38])([C:34](F)(F)F)=[O:33]. (3) Given the product [C:12]([C:16]1[CH:17]=[CH:18][C:19]([C:20]2[O:9][C:3]3[CH:2]=[CH:1][C:6]([NH2:7])=[CH:5][C:4]=3[N:8]=2)=[CH:23][CH:24]=1)([CH3:15])([CH3:14])[CH3:13], predict the reactants needed to synthesize it. The reactants are: [CH:1]1[C:6]([NH2:7])=[CH:5][C:4]([NH2:8])=[C:3]([OH:9])[CH:2]=1.Cl.Cl.[C:12]([C:16]1[CH:24]=[CH:23][C:19]([C:20](O)=O)=[CH:18][CH:17]=1)([CH3:15])([CH3:14])[CH3:13].[OH-].[Na+]. (4) Given the product [ClH:1].[ClH:1].[ClH:1].[NH2:28][CH2:27][CH2:26][N:25]1[C:18]2[C:17]([NH:16][C:4]3[CH:5]=[CH:6][C:7]([O:8][C:9]4[CH:10]=[N:11][CH:12]=[C:13]([Cl:15])[CH:14]=4)=[C:2]([Cl:1])[CH:3]=3)=[N:22][CH:21]=[N:20][C:19]=2[CH:23]=[CH:24]1, predict the reactants needed to synthesize it. The reactants are: [Cl:1][C:2]1[CH:3]=[C:4]([NH:16][C:17]2[C:18]3[N:25]([CH2:26][CH2:27][NH:28]C(=O)OC(C)(C)C)[CH:24]=[CH:23][C:19]=3[N:20]=[CH:21][N:22]=2)[CH:5]=[CH:6][C:7]=1[O:8][C:9]1[CH:10]=[N:11][CH:12]=[C:13]([Cl:15])[CH:14]=1. (5) Given the product [Cl:18][C:19]1[CH:20]=[CH:21][C:22]([C:25]2[O:29][N:28]=[C:27]([CH2:30][N:9]3[CH2:8][C@H:7]([CH:1]4[CH2:2][CH2:3][CH2:4][CH2:5][CH2:6]4)[NH:12][C:11](=[O:13])[C@@H:10]3[CH2:14][CH:15]([CH3:17])[CH3:16])[CH:26]=2)=[CH:23][CH:24]=1, predict the reactants needed to synthesize it. The reactants are: [CH:1]1([C@@H:7]2[NH:12][C:11](=[O:13])[C@H:10]([CH2:14][CH:15]([CH3:17])[CH3:16])[NH:9][CH2:8]2)[CH2:6][CH2:5][CH2:4][CH2:3][CH2:2]1.[Cl:18][C:19]1[CH:24]=[CH:23][C:22]([C:25]2[O:29][N:28]=[C:27]([CH:30]=O)[CH:26]=2)=[CH:21][CH:20]=1.C([C@@H]1N(CC2C=C(C3C=CC=CC=3)ON=2)C[C@H](CC(C)C)NC1=O)C(C)C. (6) Given the product [OH:7][C:5]1[CH:4]=[C:3]2[C:2](=[CH:1][CH:6]=1)[CH2:14][NH:13][CH:9]([C:10]([OH:12])=[O:11])[CH2:8]2, predict the reactants needed to synthesize it. The reactants are: [CH:1]1[CH:6]=[C:5]([OH:7])[CH:4]=[C:3]([CH2:8][CH:9]([NH2:13])[C:10]([OH:12])=[O:11])[CH:2]=1.[CH2:14]=O. (7) Given the product [CH3:1][O:2][C:3]1[CH:10]=[C:9]([O:11][CH:12]2[CH2:17][CH2:16][CH2:15][O:13]2)[CH:8]=[C:7]([CH3:18])[C:4]=1[CH:5]=[O:6], predict the reactants needed to synthesize it. The reactants are: [CH3:1][O:2][C:3]1[CH:10]=[C:9]([O:11][CH:12]2[CH2:17][CH2:16][CH2:15]C[O:13]2)[CH:8]=[C:7]([CH3:18])[C:4]=1[CH:5]=[O:6].OC1C=C(OC2CCCCO2)C=C(C)C=1C=O. (8) Given the product [CH3:18][NH:6][C:5]1[CH:7]=[CH:8][CH:9]=[C:3]([O:2][CH3:1])[CH:4]=1, predict the reactants needed to synthesize it. The reactants are: [CH3:1][O:2][C:3]1[CH:4]=[C:5]([CH:7]=[CH:8][CH:9]=1)[NH2:6].[H-].[Al+3].[Li+].[H-].[H-].[H-].[OH-].[Na+].[CH:18](O)=O.